From a dataset of NCI-60 drug combinations with 297,098 pairs across 59 cell lines. Regression. Given two drug SMILES strings and cell line genomic features, predict the synergy score measuring deviation from expected non-interaction effect. (1) Synergy scores: CSS=22.5, Synergy_ZIP=0.406, Synergy_Bliss=6.54, Synergy_Loewe=4.91, Synergy_HSA=5.05. Cell line: A549. Drug 1: CC1=C(C(CCC1)(C)C)C=CC(=CC=CC(=CC(=O)O)C)C. Drug 2: CC1CCC2CC(C(=CC=CC=CC(CC(C(=O)C(C(C(=CC(C(=O)CC(OC(=O)C3CCCCN3C(=O)C(=O)C1(O2)O)C(C)CC4CCC(C(C4)OC)O)C)C)O)OC)C)C)C)OC. (2) Synergy scores: CSS=11.1, Synergy_ZIP=-4.03, Synergy_Bliss=-0.648, Synergy_Loewe=-1.31, Synergy_HSA=-0.518. Drug 1: CCN(CC)CCNC(=O)C1=C(NC(=C1C)C=C2C3=C(C=CC(=C3)F)NC2=O)C. Drug 2: C1CN1C2=NC(=NC(=N2)N3CC3)N4CC4. Cell line: UACC-257.